Dataset: Full USPTO retrosynthesis dataset with 1.9M reactions from patents (1976-2016). Task: Predict the reactants needed to synthesize the given product. Given the product [N+:24]([C:20]1[C:18]2[N:19]=[C:15]([NH:14][CH:11]3[CH2:12][CH2:13][NH:8][CH2:9][CH2:10]3)[O:16][C:17]=2[CH:23]=[CH:22][CH:21]=1)([O-:26])=[O:25], predict the reactants needed to synthesize it. The reactants are: C(OC([N:8]1[CH2:13][CH2:12][CH:11]([NH:14][C:15]2[O:16][C:17]3[CH:23]=[CH:22][CH:21]=[C:20]([N+:24]([O-:26])=[O:25])[C:18]=3[N:19]=2)[CH2:10][CH2:9]1)=O)(C)(C)C.FC(F)(F)C(O)=O.